Dataset: Catalyst prediction with 721,799 reactions and 888 catalyst types from USPTO. Task: Predict which catalyst facilitates the given reaction. Reactant: C([O:9][CH2:10][C@@H:11]1[C:15]([O:17]C(=O)C)([CH3:16])[C@:14]([F:22])([CH3:21])[CH:13]([N:23]2[CH:31]=[N:30][C:29]3[C:24]2=[N:25][CH:26]=[N:27][C:28]=3[NH:32][CH:33]2[CH2:39][CH2:38][CH2:37][CH2:36][CH2:35][CH2:34]2)[O:12]1)(=O)C1C=CC=CC=1. Product: [CH:33]1([NH:32][C:28]2[N:27]=[CH:26][N:25]=[C:24]3[C:29]=2[N:30]=[CH:31][N:23]3[CH:13]2[O:12][C@H:11]([CH2:10][OH:9])[C:15]([CH3:16])([OH:17])[C@:14]2([F:22])[CH3:21])[CH2:34][CH2:35][CH2:36][CH2:37][CH2:38][CH2:39]1. The catalyst class is: 6.